This data is from Reaction yield outcomes from USPTO patents with 853,638 reactions. The task is: Predict the reaction yield, written as a fraction of the theoretical maximum amount of product (1.0 means a 100% yield; for example, 0.34 means a 34% yield). The reactants are [CH3:1][C:2]([CH3:4])=O.[CH:5]1[C:17]2[CH:16]([NH2:18])[C:15]3[C:10](=[CH:11][CH:12]=[CH:13][CH:14]=3)[C:9]=2[CH:8]=[CH:7][CH:6]=1.[BH-](OC(C)=O)(OC(C)=O)OC(C)=O.[Na+].C([O-])(O)=O.[Na+]. The catalyst is C1COCC1.CCOCC. The product is [CH:2]([NH:18][CH:16]1[C:17]2[CH:5]=[CH:6][CH:7]=[CH:8][C:9]=2[C:10]2[C:15]1=[CH:14][CH:13]=[CH:12][CH:11]=2)([CH3:4])[CH3:1]. The yield is 0.870.